Task: Regression. Given a peptide amino acid sequence and an MHC pseudo amino acid sequence, predict their binding affinity value. This is MHC class I binding data.. Dataset: Peptide-MHC class I binding affinity with 185,985 pairs from IEDB/IMGT (1) The peptide sequence is MTSGSSSGF. The MHC is HLA-A29:02 with pseudo-sequence HLA-A29:02. The binding affinity (normalized) is 0.637. (2) The peptide sequence is GLYIPGTSVI. The MHC is HLA-A68:02 with pseudo-sequence HLA-A68:02. The binding affinity (normalized) is 0. (3) The peptide sequence is SLYSGFPSL. The MHC is HLA-B45:06 with pseudo-sequence HLA-B45:06. The binding affinity (normalized) is 0.213. (4) The peptide sequence is EVIPMFSAL. The MHC is HLA-B51:01 with pseudo-sequence HLA-B51:01. The binding affinity (normalized) is 0.183.